This data is from Peptide-MHC class I binding affinity with 185,985 pairs from IEDB/IMGT. The task is: Regression. Given a peptide amino acid sequence and an MHC pseudo amino acid sequence, predict their binding affinity value. This is MHC class I binding data. (1) The peptide sequence is VQTAAAVVF. The MHC is HLA-B27:05 with pseudo-sequence HLA-B27:05. The binding affinity (normalized) is 0.213. (2) The peptide sequence is ITPTIYLLL. The MHC is BoLA-AW10 with pseudo-sequence YSEMYRERAGNFFVSNLYLWSMFYSMAEQNYRWY. The binding affinity (normalized) is 0.102. (3) The peptide sequence is TYLYNKYSF. The MHC is HLA-A26:02 with pseudo-sequence HLA-A26:02. The binding affinity (normalized) is 0.227. (4) The peptide sequence is WFQRIPLQW. The MHC is HLA-B15:01 with pseudo-sequence HLA-B15:01. The binding affinity (normalized) is 0.0847. (5) The peptide sequence is ERPAFGIQK. The MHC is HLA-B27:05 with pseudo-sequence HLA-B27:05. The binding affinity (normalized) is 0.0847. (6) The peptide sequence is LLLAILGPL. The MHC is HLA-A03:01 with pseudo-sequence HLA-A03:01. The binding affinity (normalized) is 0.139.